Task: Predict the reactants needed to synthesize the given product.. Dataset: Full USPTO retrosynthesis dataset with 1.9M reactions from patents (1976-2016) (1) Given the product [CH2:8]([N:15]1[C:19]2([CH2:20][CH2:21][NH:22][CH2:23][CH2:24]2)[NH:18][C@@H:17]([CH2:32][C:33]2[CH:34]=[CH:35][CH:36]=[CH:37][CH:38]=2)[C:16]1=[O:39])[C:9]1[CH:14]=[CH:13][CH:12]=[CH:11][CH:10]=1, predict the reactants needed to synthesize it. The reactants are: C(O)(C(F)(F)F)=O.[CH2:8]([N:15]1[C:19]2([CH2:24][CH2:23][N:22](C(OC(C)(C)C)=O)[CH2:21][CH2:20]2)[NH:18][C@@H:17]([CH2:32][C:33]2[CH:38]=[CH:37][CH:36]=[CH:35][CH:34]=2)[C:16]1=[O:39])[C:9]1[CH:14]=[CH:13][CH:12]=[CH:11][CH:10]=1.C([O-])(O)=O.[Na+]. (2) Given the product [OH2:11].[NH:3]1[C:4]2[CH:10]=[CH:9][CH:8]=[CH:7][C:5]=2[N:6]=[C:2]1[S:1][CH2:12][C:13]1[C:14]([NH2:19])=[N:15][CH:16]=[CH:17][CH:18]=1.[NH:3]1[C:4]2[CH:10]=[CH:9][CH:8]=[CH:7][C:5]=2[N:6]=[C:2]1[S:1][CH2:12][C:13]1[C:14]([NH2:19])=[N:15][CH:16]=[CH:17][CH:18]=1, predict the reactants needed to synthesize it. The reactants are: [SH:1][C:2]1[NH:3][C:4]2[CH:10]=[CH:9][CH:8]=[CH:7][C:5]=2[N:6]=1.[OH:11][CH2:12][C:13]1[C:14]([NH2:19])=[N:15][CH:16]=[CH:17][CH:18]=1.C(O)(=O)C.C(=O)([O-])[O-].[K+].[K+]. (3) The reactants are: C([Mg]Br)C.I[C:6]1[N:7]=[CH:8][N:9]([C:11]([C:24]2[CH:29]=[CH:28][CH:27]=[CH:26][CH:25]=2)([C:18]2[CH:23]=[CH:22][CH:21]=[CH:20][CH:19]=2)[C:12]2[CH:17]=[CH:16][CH:15]=[CH:14][CH:13]=2)[CH:10]=1.[N+:30]([C:33]1[CH:34]=[C:35]([CH2:39][CH:40]=[O:41])[CH:36]=[CH:37][CH:38]=1)([O-:32])=[O:31]. Given the product [N+:30]([C:33]1[CH:34]=[C:35]([CH2:39][CH:40]([C:6]2[N:7]=[CH:8][N:9]([C:11]([C:12]3[CH:13]=[CH:14][CH:15]=[CH:16][CH:17]=3)([C:18]3[CH:23]=[CH:22][CH:21]=[CH:20][CH:19]=3)[C:24]3[CH:25]=[CH:26][CH:27]=[CH:28][CH:29]=3)[CH:10]=2)[OH:41])[CH:36]=[CH:37][CH:38]=1)([O-:32])=[O:31], predict the reactants needed to synthesize it.